Task: Predict the reaction yield, written as a fraction of the theoretical maximum amount of product (1.0 means a 100% yield; for example, 0.34 means a 34% yield).. Dataset: Reaction yield outcomes from USPTO patents with 853,638 reactions (1) The reactants are [CH2:1]([O:3][C:4](=[O:22])[CH:5]([N:12]1[CH:20]=[N:19][C:18]2[C:13]1=[N:14][CH:15]=[N:16][C:17]=2[NH2:21])[CH2:6][C:7]([O:9][CH2:10][CH3:11])=[O:8])[CH3:2].[C:23](Cl)([C:36]1[CH:41]=[CH:40][CH:39]=[CH:38][CH:37]=1)([C:30]1[CH:35]=[CH:34][CH:33]=[CH:32][CH:31]=1)[C:24]1[CH:29]=[CH:28][CH:27]=[CH:26][CH:25]=1. The catalyst is N1C=CC=CC=1. The product is [CH2:1]([O:3][C:4](=[O:22])[CH:5]([N:12]1[CH:20]=[N:19][C:18]2[C:13]1=[N:14][CH:15]=[N:16][C:17]=2[NH:21][C:23]([C:24]1[CH:29]=[CH:28][CH:27]=[CH:26][CH:25]=1)([C:36]1[CH:37]=[CH:38][CH:39]=[CH:40][CH:41]=1)[C:30]1[CH:31]=[CH:32][CH:33]=[CH:34][CH:35]=1)[CH2:6][C:7]([O:9][CH2:10][CH3:11])=[O:8])[CH3:2]. The yield is 0.750. (2) The reactants are CS(O[CH2:6][C@@H:7]([NH:14]C(OC(C)(C)C)=O)[C:8]1[CH:13]=[CH:12][CH:11]=[CH:10][CH:9]=1)(=O)=O.[N-:22]=[N+:23]=[N-:24].[Na+].O. The catalyst is CN(C=O)C. The product is [N:22]([CH2:6][C@@H:7]([NH2:14])[C:8]1[CH:9]=[CH:10][CH:11]=[CH:12][CH:13]=1)=[N+:23]=[N-:24]. The yield is 0.850. (3) The reactants are [H-].[Na+].[O:3]1[C:7]2[CH:8]=[CH:9][C:10]([C:12](=[O:14])[CH3:13])=[CH:11][C:6]=2[O:5][CH2:4]1.[Br:15][C:16]1[CH:17]=[C:18]([CH:23]=[CH:24][CH:25]=1)[C:19](OC)=[O:20].[H][H]. The catalyst is CS(C)=O. The product is [O:3]1[C:7]2[CH:8]=[CH:9][C:10]([C:12](=[O:14])[CH2:13][C:19]([C:18]3[CH:23]=[CH:24][CH:25]=[C:16]([Br:15])[CH:17]=3)=[O:20])=[CH:11][C:6]=2[O:5][CH2:4]1. The yield is 0.820.